Dataset: Forward reaction prediction with 1.9M reactions from USPTO patents (1976-2016). Task: Predict the product of the given reaction. (1) Given the reactants [Br:1][C:2]1[CH:7]=[CH:6][C:5](/[CH:8]=C/N(C)C)=[C:4]([N+:13]([O-:15])=[O:14])[CH:3]=1.C1C[O:19]CC1, predict the reaction product. The product is: [Br:1][C:2]1[CH:7]=[CH:6][C:5]([CH:8]=[O:19])=[C:4]([N+:13]([O-:15])=[O:14])[CH:3]=1. (2) The product is: [CH:12]1([N:8]2[C:9]3[C:4](=[CH:3][C:2]([C:22]#[C:21][Si:18]([CH3:20])([CH3:19])[CH3:17])=[CH:11][CH:10]=3)[C:5]([CH3:16])([CH3:15])[CH2:6][CH2:7]2)[CH2:14][CH2:13]1. Given the reactants Br[C:2]1[CH:3]=[C:4]2[C:9](=[CH:10][CH:11]=1)[N:8]([CH:12]1[CH2:14][CH2:13]1)[CH2:7][CH2:6][C:5]2([CH3:16])[CH3:15].[CH3:17][Si:18]([C:21]#[CH:22])([CH3:20])[CH3:19].C(N(CC)CC)C, predict the reaction product. (3) Given the reactants COC(=O)CC[C:6]1C=C[S:8][CH:7]=1.[Br:12][C:13]1[CH:20]=[CH:19][C:16]([CH2:17]Br)=[CH:15][CH:14]=1.[C:21]([O-:24])([O-])=[O:22].[Cs+].[Cs+].[CH3:27]N(C=O)C, predict the reaction product. The product is: [CH3:27][O:24][C:21](=[O:22])[CH2:6][CH2:7][S:8][CH2:17][C:16]1[CH:19]=[CH:20][C:13]([Br:12])=[CH:14][CH:15]=1. (4) Given the reactants [CH2:1]1[CH:5]2[CH2:6][NH:7][CH2:8][CH:4]2[CH2:3][N:2]1[C:9]1[CH:10]=[CH:11][C:12]2[N:13]([C:15]([C:18]([F:21])([F:20])[F:19])=[N:16][N:17]=2)[N:14]=1.[Cl:22][C:23]1[CH:30]=[CH:29][C:26]([CH:27]=O)=[CH:25][CH:24]=1, predict the reaction product. The product is: [Cl:22][C:23]1[CH:30]=[CH:29][C:26]([CH2:27][N:7]2[CH2:8][CH:4]3[CH:5]([CH2:1][N:2]([C:9]4[CH:10]=[CH:11][C:12]5[N:13]([C:15]([C:18]([F:20])([F:21])[F:19])=[N:16][N:17]=5)[N:14]=4)[CH2:3]3)[CH2:6]2)=[CH:25][CH:24]=1. (5) Given the reactants [C:1]12([NH2:11])[CH2:10][CH:5]3[CH2:6][CH:7]([CH2:9][CH:3]([CH2:4]3)[CH2:2]1)[CH2:8]2.[S:12]1[CH:16]=[CH:15][CH:14]=[C:13]1[B-](F)(F)F.[K+], predict the reaction product. The product is: [S:12]1[CH:16]=[CH:15][CH:14]=[C:13]1[C:3]1[CH:2]=[C:1]([CH:8]=[CH:7][CH:9]=1)[CH2:10][NH:11][C:1]12[CH2:8][CH:7]3[CH2:6][CH:5]([CH2:4][CH:3]([CH2:9]3)[CH2:2]1)[CH2:10]2. (6) Given the reactants [Cl:1][C:2]1[N:10]=[C:9]2[C:5]([N:6]=[CH:7][N:8]2[CH:11]2[CH2:15][CH2:14][CH2:13][CH2:12]2)=[C:4]([NH:16][CH2:17][CH2:18][NH:19][S:20]([C:23]2[CH:28]=[CH:27][C:26]([O:29][CH3:30])=[CH:25][CH:24]=2)(=[O:22])=[O:21])[N:3]=1.[NH2:31][C@H:32]1[CH2:37][CH2:36][C@H:35]([NH2:38])[CH2:34][CH2:33]1.CCOC(C)=O, predict the reaction product. The product is: [ClH:1].[ClH:1].[NH2:31][C@H:32]1[CH2:37][CH2:36][C@H:35]([NH:38][C:2]2[N:10]=[C:9]3[C:5]([N:6]=[CH:7][N:8]3[CH:11]3[CH2:12][CH2:13][CH2:14][CH2:15]3)=[C:4]([NH:16][CH2:17][CH2:18][NH:19][S:20]([C:23]3[CH:28]=[CH:27][C:26]([O:29][CH3:30])=[CH:25][CH:24]=3)(=[O:22])=[O:21])[N:3]=2)[CH2:34][CH2:33]1.